This data is from Rat liver microsome stability data. The task is: Regression/Classification. Given a drug SMILES string, predict its absorption, distribution, metabolism, or excretion properties. Task type varies by dataset: regression for continuous measurements (e.g., permeability, clearance, half-life) or binary classification for categorical outcomes (e.g., BBB penetration, CYP inhibition). Dataset: rlm. The compound is Cn1cnc2ccc(-c3ccccc3Cl)c(CN)c21. The result is 0 (unstable in rat liver microsomes).